This data is from Reaction yield outcomes from USPTO patents with 853,638 reactions. The task is: Predict the reaction yield, written as a fraction of the theoretical maximum amount of product (1.0 means a 100% yield; for example, 0.34 means a 34% yield). (1) The reactants are [BH4-].[Na+].[C:3]([O:7][C:8]([N:10]1[CH2:15][CH2:14][C:13]([CH:24]=[O:25])([C:16]2[CH:21]=[CH:20][C:19]([S:22][CH3:23])=[CH:18][CH:17]=2)[CH2:12][CH2:11]1)=[O:9])([CH3:6])([CH3:5])[CH3:4]. The catalyst is CO. The product is [C:3]([O:7][C:8]([N:10]1[CH2:11][CH2:12][C:13]([CH2:24][OH:25])([C:16]2[CH:21]=[CH:20][C:19]([S:22][CH3:23])=[CH:18][CH:17]=2)[CH2:14][CH2:15]1)=[O:9])([CH3:6])([CH3:5])[CH3:4]. The yield is 0.500. (2) The reactants are Br[C:2]1[CH:23]=[CH:22][C:5]([C:6]([NH:8][S:9]([C:12]2[CH:17]=[CH:16][CH:15]=[CH:14][C:13]=2[S:18](=[O:21])(=[O:20])[NH2:19])(=[O:11])=[O:10])=[O:7])=[CH:4][C:3]=1[CH2:24][OH:25].[C:26]1([C:32]#[CH:33])[CH:31]=[CH:30][CH:29]=[CH:28][CH:27]=1. No catalyst specified. The product is [OH:25][CH2:24][C:3]1[CH:4]=[C:5]([CH:22]=[CH:23][C:2]=1[C:33]#[C:32][C:26]1[CH:31]=[CH:30][CH:29]=[CH:28][CH:27]=1)[C:6]([NH:8][S:9]([C:12]1[CH:17]=[CH:16][CH:15]=[CH:14][C:13]=1[S:18](=[O:21])(=[O:20])[NH2:19])(=[O:11])=[O:10])=[O:7]. The yield is 0.290. (3) The reactants are [O:1]=[C:2]1[CH2:7][CH2:6][N:5]([C:8]([O:10][C:11]([CH3:14])([CH3:13])[CH3:12])=[O:9])[CH2:4][CH2:3]1.[Li+].C[Si]([N-][Si](C)(C)C)(C)C.C1C=CC(N([S:32]([C:35]([F:38])([F:37])[F:36])(=[O:34])=[O:33])[S:32]([C:35]([F:38])([F:37])[F:36])(=[O:34])=[O:33])=CC=1. The catalyst is C1COCC1. The product is [F:36][C:35]([F:38])([F:37])[S:32]([O:1][C:2]1[CH2:3][CH2:4][N:5]([C:8]([O:10][C:11]([CH3:14])([CH3:13])[CH3:12])=[O:9])[CH2:6][CH:7]=1)(=[O:34])=[O:33]. The yield is 0.900. (4) The reactants are [Br:1][C:2]1[CH:7]=[CH:6][C:5]([NH:8][C:9]2[C:10]([C:18]([OH:20])=O)=[CH:11][N:12]([CH3:17])[C:13](=[O:16])[C:14]=2[CH3:15])=[C:4]([F:21])[CH:3]=1.C(N1C=CN=C1)(N1C=CN=C1)=O.[C:34]1([CH2:40][S:41]([NH2:44])(=[O:43])=[O:42])[CH:39]=[CH:38][CH:37]=[CH:36][CH:35]=1.C1CCN2C(=NCCC2)CC1. The catalyst is CN(C=O)C.CCOC(C)=O.Cl. The product is [Br:1][C:2]1[CH:7]=[CH:6][C:5]([NH:8][C:9]2[C:10]([C:18]([NH:44][S:41]([CH2:40][C:34]3[CH:35]=[CH:36][CH:37]=[CH:38][CH:39]=3)(=[O:42])=[O:43])=[O:20])=[CH:11][N:12]([CH3:17])[C:13](=[O:16])[C:14]=2[CH3:15])=[C:4]([F:21])[CH:3]=1. The yield is 0.680. (5) The reactants are O=[C:2]1[CH2:5][CH:4]([C:6]([O:8][CH3:9])=[O:7])[CH2:3]1.[NH2:10][CH2:11][C@@H:12]1[C@H:16]2[O:17][C:18]([CH3:21])([CH3:20])[O:19][C@H:15]2[C@H:14]([N:22]2[CH:30]=[N:29][C:28]3[C:23]2=[N:24][CH:25]=[N:26][C:27]=3[NH2:31])[O:13]1.[BH3-]C#N.[Na+]. The catalyst is CO. The product is [NH2:31][C:27]1[N:26]=[CH:25][N:24]=[C:23]2[C:28]=1[N:29]=[CH:30][N:22]2[C@H:14]1[C@@H:15]2[O:19][C:18]([CH3:20])([CH3:21])[O:17][C@@H:16]2[C@@H:12]([CH2:11][NH:10][C@H:2]2[CH2:5][C@H:4]([C:6]([O:8][CH3:9])=[O:7])[CH2:3]2)[O:13]1. The yield is 0.410. (6) The catalyst is C(#N)C. The yield is 0.630. The product is [CH2:15]([C:11]1[CH:10]=[CH:9][CH:8]=[C:7]2[C:12]=1[CH:13]=[CH:14][C:5]1[N:6]2[N:71]=[N:72][C:4]=1[C:3]([O:2][CH3:1])=[O:18])[CH:16]=[CH2:17]. The reactants are [CH3:1][O:2][C:3](=[O:18])[CH2:4][C:5]1[CH:14]=[CH:13][C:12]2[C:7](=[CH:8][CH:9]=[CH:10][C:11]=2[CH2:15][CH:16]=[CH2:17])[N:6]=1.C(C1C=CC=C2C=1C=CC(CC(OCC)=O)=N2)C=C.C(OCC)(=O)CC(C)=O.C1CCN2C(=NCCC2)CC1.C(NC1C=CC(S([N:71]=[N+:72]=[N-])(=O)=O)=CC=1)(=O)C. (7) The reactants are Br[C:2]1[C:14]2[C:13]3[C:8](=[CH:9][CH:10]=[C:11]([F:15])[CH:12]=3)[NH:7][C:6]=2[C:5]([O:16][CH2:17][CH2:18][N:19]([CH3:21])[CH3:20])=[C:4]2[NH:22][C:23]3[CH:24]=[CH:25][C:26]([F:29])=[CH:27][C:28]=3[C:3]=12.[CH3:30][N:31](C=O)C. The catalyst is [C-]#N.[Zn+2].[C-]#N.C1C=CC([P]([Pd]([P](C2C=CC=CC=2)(C2C=CC=CC=2)C2C=CC=CC=2)([P](C2C=CC=CC=2)(C2C=CC=CC=2)C2C=CC=CC=2)[P](C2C=CC=CC=2)(C2C=CC=CC=2)C2C=CC=CC=2)(C2C=CC=CC=2)C2C=CC=CC=2)=CC=1. The product is [CH3:20][N:19]([CH3:21])[CH2:18][CH2:17][O:16][C:5]1[C:6]2[NH:7][C:8]3[C:13](=[CH:12][C:11]([F:15])=[CH:10][CH:9]=3)[C:14]=2[C:2]([C:30]#[N:31])=[C:3]2[C:28]3[CH:27]=[C:26]([F:29])[CH:25]=[CH:24][C:23]=3[NH:22][C:4]=12. The yield is 0.460.